This data is from Full USPTO retrosynthesis dataset with 1.9M reactions from patents (1976-2016). The task is: Predict the reactants needed to synthesize the given product. (1) Given the product [C:12]1([N:9]2[C:5]3=[N:6][CH:7]=[N:8][C:3]([NH:1][N:2]=[CH:26][C:25]4[CH:24]=[CH:23][C:22]([O:21][CH2:20][CH2:19][OH:18])=[CH:29][CH:28]=4)=[C:4]3[CH:11]=[N:10]2)[CH:17]=[CH:16][CH:15]=[CH:14][CH:13]=1, predict the reactants needed to synthesize it. The reactants are: [NH:1]([C:3]1[N:8]=[CH:7][N:6]=[C:5]2[N:9]([C:12]3[CH:17]=[CH:16][CH:15]=[CH:14][CH:13]=3)[N:10]=[CH:11][C:4]=12)[NH2:2].[OH:18][CH2:19][CH2:20][O:21][C:22]1[CH:29]=[CH:28][C:25]([CH:26]=O)=[CH:24][CH:23]=1. (2) Given the product [Cl:1][C:2]1[C:10]2[C:5](=[CH:6][CH:7]=[C:8]([CH:11]3[O:16][CH2:15][CH2:14][CH2:13][O:12]3)[CH:9]=2)[N:4]([CH2:28][O:27][CH2:26][CH2:25][Si:24]([CH3:31])([CH3:30])[CH3:23])[N:3]=1, predict the reactants needed to synthesize it. The reactants are: [Cl:1][C:2]1[C:10]2[C:5](=[CH:6][CH:7]=[C:8]([CH:11]3[O:16][CH2:15][CH2:14][CH2:13][O:12]3)[CH:9]=2)[NH:4][N:3]=1.CC(C)([O-])C.[Na+].[CH3:23][Si:24]([CH3:31])([CH3:30])[CH2:25][CH2:26][O:27][CH2:28]Cl.